This data is from Catalyst prediction with 721,799 reactions and 888 catalyst types from USPTO. The task is: Predict which catalyst facilitates the given reaction. (1) Reactant: [CH2:1]([N:8]([CH3:32])[CH2:9][C:10]([C:13]1[CH:18]=[CH:17][C:16]([NH:19][C:20](=[O:31])[C:21]2[CH:26]=[CH:25][C:24]([O:27][CH3:28])=[C:23]([O:29][CH3:30])[CH:22]=2)=[CH:15][CH:14]=1)([CH3:12])[CH3:11])[C:2]1C=CC=CC=1.Cl.C(Cl)(=[O:36])C.O. Product: [C:1]([N:8]([CH3:32])[CH2:9][C:10]([C:13]1[CH:18]=[CH:17][C:16]([NH:19][C:20](=[O:31])[C:21]2[CH:26]=[CH:25][C:24]([O:27][CH3:28])=[C:23]([O:29][CH3:30])[CH:22]=2)=[CH:15][CH:14]=1)([CH3:11])[CH3:12])(=[O:36])[CH3:2]. The catalyst class is: 687. (2) Reactant: [CH3:1][C:2]1[CH:3]=[C:4]([NH:16][C:17]2[C:27]3[CH:26]=[C:25]([C:28](O)=[O:29])[CH2:24][CH2:23][NH:22][C:21]=3[N:20]=[CH:19][N:18]=2)[CH:5]=[CH:6][C:7]=1[O:8][C:9]1[CH:10]=[N:11][C:12]([CH3:15])=[CH:13][CH:14]=1.[CH3:31][O:32][CH2:33][CH2:34][CH2:35][NH2:36].Cl.C(N=C=NCCCN(C)C)C.O.ON1C2C=CC=CC=2N=N1. The catalyst class is: 289. Product: [CH3:31][O:32][CH2:33][CH2:34][CH2:35][NH:36][C:28]([C:25]1[CH2:24][CH2:23][NH:22][C:21]2[N:20]=[CH:19][N:18]=[C:17]([NH:16][C:4]3[CH:5]=[CH:6][C:7]([O:8][C:9]4[CH:10]=[N:11][C:12]([CH3:15])=[CH:13][CH:14]=4)=[C:2]([CH3:1])[CH:3]=3)[C:27]=2[CH:26]=1)=[O:29]. (3) The catalyst class is: 2. Reactant: C[O:2][CH:3](OC)[CH2:4][N:5]1[C:9]2[C:10]([C:14]([O:16][CH3:17])=[O:15])=[CH:11][CH:12]=[CH:13][C:8]=2[N:7]=[C:6]1[CH:18](C)C.O.FC(F)(F)C(O)=O. Product: [CH3:18][C:6]1[N:5]([CH2:4][CH:3]=[O:2])[C:9]2[C:10]([C:14]([O:16][CH3:17])=[O:15])=[CH:11][CH:12]=[CH:13][C:8]=2[N:7]=1. (4) Reactant: [F:1][C:2]1[CH:3]=[C:4]([CH:17]=O)[C:5]2[CH:6]=[N:7][N:8]([CH:11]3[CH2:16][CH2:15][CH2:14][CH2:13][O:12]3)[C:9]=2[CH:10]=1.[NH2:19][CH2:20][CH2:21][N:22]([CH3:30])[C:23](=[O:29])[O:24][C:25]([CH3:28])([CH3:27])[CH3:26].[BH4-].[Na+].O. Product: [F:1][C:2]1[CH:10]=[C:9]2[C:5]([CH:6]=[N:7][N:8]2[CH:11]2[CH2:16][CH2:15][CH2:14][CH2:13][O:12]2)=[C:4]([CH2:17][NH:19][CH2:20][CH2:21][N:22]([CH3:30])[C:23](=[O:29])[O:24][C:25]([CH3:26])([CH3:27])[CH3:28])[CH:3]=1. The catalyst class is: 5. (5) Reactant: Cl[CH2:2][C:3]([C:5]1[CH:31]=[C:8]2[CH2:9][N:10]([C:13]([O:15][CH2:16][C:17]3[CH:22]=[C:21]([C:23]([F:26])([F:25])[F:24])[CH:20]=[C:19]([C:27]([F:30])([F:29])[F:28])[CH:18]=3)=[O:14])[CH2:11][CH2:12][N:7]2[N:6]=1)=[O:4].[NH:32]1[CH2:36][CH2:35][CH2:34][C@H:33]1[CH2:37][OH:38].CCN(C(C)C)C(C)C. Product: [OH:38][CH2:37][C@@H:33]1[CH2:34][CH2:35][CH2:36][N:32]1[CH2:2][C:3]([C:5]1[CH:31]=[C:8]2[CH2:9][N:10]([C:13]([O:15][CH2:16][C:17]3[CH:22]=[C:21]([C:23]([F:26])([F:25])[F:24])[CH:20]=[C:19]([C:27]([F:30])([F:29])[F:28])[CH:18]=3)=[O:14])[CH2:11][CH2:12][N:7]2[N:6]=1)=[O:4]. The catalyst class is: 2. (6) Reactant: [CH2:1]([C:8]1[CH:13]=[C:12](Br)[C:11]([O:15][CH3:16])=[C:10]([Br:17])[CH:9]=1)[C:2]1[CH:7]=[CH:6][CH:5]=[CH:4][CH:3]=1.C([Li])CCC.CN(C)[CH:25]=[O:26]. Product: [CH2:1]([C:8]1[CH:9]=[C:10]([Br:17])[C:11]([O:15][CH3:16])=[C:12]([CH:13]=1)[CH:25]=[O:26])[C:2]1[CH:3]=[CH:4][CH:5]=[CH:6][CH:7]=1. The catalyst class is: 27. (7) Reactant: [C:1]([C:4]1[S:8][C:7]([C:9]([OH:11])=O)=[CH:6][CH:5]=1)(=[O:3])[CH3:2].C1C=CC2N(O)N=NC=2C=1.CCN=C=NCCCN(C)C.Cl.[CH2:34]([NH2:41])[C:35]1[CH:40]=[CH:39][CH:38]=[CH:37][CH:36]=1. Product: [C:1]([C:4]1[S:8][C:7]([C:9]([NH:41][CH2:34][C:35]2[CH:40]=[CH:39][CH:38]=[CH:37][CH:36]=2)=[O:11])=[CH:6][CH:5]=1)(=[O:3])[CH3:2]. The catalyst class is: 3. (8) Reactant: [Cl:1][C:2]1[CH:3]=[C:4]([C:9]([NH:12][CH3:13])=[CH:10][N:11]=1)[C:5]([O:7]C)=O.[C:14]([O:18][C:19]([C:21]1[C:26](C(OC)=O)=CC(Cl)=NC=1)=[O:20])(C)(C)C.C(O)(C(F)(F)F)=[O:33]. Product: [Cl:1][C:2]1[CH:3]=[C:4]2[C:9](=[CH:10][N:11]=1)[N:12]([CH3:13])[C:26](=[O:33])[C:21]([C:19]([O:18][CH3:14])=[O:20])=[C:5]2[OH:7]. The catalyst class is: 2.